Dataset: Full USPTO retrosynthesis dataset with 1.9M reactions from patents (1976-2016). Task: Predict the reactants needed to synthesize the given product. (1) Given the product [CH3:37][O:36][C:33]1([C:31]2[N:32]=[C:26]([CH:11]3[CH2:12][CH:13]([C:15]4[CH:20]=[CH:19][C:18]([CH2:21][C:22]([F:23])([F:25])[F:24])=[CH:17][CH:16]=4)[CH2:14][N:9]([C:7]([N:1]4[CH2:2][CH2:3][S:4][CH2:5][CH2:6]4)=[O:8])[CH2:10]3)[O:28][N:30]=2)[CH2:35][CH2:34]1, predict the reactants needed to synthesize it. The reactants are: [N:1]1([C:7]([N:9]2[CH2:14][CH:13]([C:15]3[CH:20]=[CH:19][C:18]([CH2:21][C:22]([F:25])([F:24])[F:23])=[CH:17][CH:16]=3)[CH2:12][CH:11]([C:26]([OH:28])=O)[CH2:10]2)=[O:8])[CH2:6][CH2:5][S:4][CH2:3][CH2:2]1.O[NH:30][C:31]([C:33]1([O:36][CH3:37])[CH2:35][CH2:34]1)=[NH:32]. (2) Given the product [CH:13]([NH:12][C:8]1[C:7]2[C:3]([C:1]3[N:50]=[N:27][N:28]([CH:29]([CH3:34])[CH3:30])[CH:2]=3)=[N:4][NH:5][C:6]=2[CH:11]=[CH:10][N:9]=1)([CH3:14])[CH3:15], predict the reactants needed to synthesize it. The reactants are: [C:1]([C:3]1[C:7]2[C:8]([NH:12][CH:13]([CH3:15])[CH3:14])=[N:9][CH:10]=[CH:11][C:6]=2[N:5](CC2C=CC(OC)=CC=2)[N:4]=1)#[CH:2].IC1[C:30]2C(NC(C)C)=NC=[CH:34][C:29]=2[N:28](CC2C=CC(OC)=CC=2)[N:27]=1.C(#[N:50])C.C(N(CC)CC)C.C[Si](C#C)(C)C.CO.C(=O)([O-])[O-].[K+].[K+]. (3) Given the product [F:1][C:2]1[C:7]([C:8]([F:9])([F:10])[F:11])=[CH:6][CH:5]=[CH:4][C:3]=1[CH:12]([C:38]1[CH:43]=[CH:42][CH:41]=[CH:40][CH:39]=1)[C:14]1[NH:18][CH:17]=[N:16][CH:15]=1, predict the reactants needed to synthesize it. The reactants are: [F:1][C:2]1[C:7]([C:8]([F:11])([F:10])[F:9])=[CH:6][CH:5]=[CH:4][C:3]=1[C:12]([C:38]1[CH:43]=[CH:42][CH:41]=[CH:40][CH:39]=1)([C:14]1[N:18](C(C2C=CC=CC=2)(C2C=CC=CC=2)C2C=CC=CC=2)[CH:17]=[N:16][CH:15]=1)O.C(O)(C(F)(F)F)=O.C([SiH](CC)CC)C. (4) Given the product [NH2:9][C:3]1[N:4]=[CH:5][N:6]=[C:7]([NH:10][CH:11]2[CH2:12][N:13]([C:15](=[O:17])[CH:38]=[CH2:39])[CH2:14]2)[C:2]=1[C:26]1[CH:27]=[CH:28][C:23]([O:22][C:29]2[CH:34]=[CH:33][CH:32]=[CH:31][CH:30]=2)=[CH:24][CH:25]=1, predict the reactants needed to synthesize it. The reactants are: Cl[C:2]1[C:3]([NH2:9])=[N:4][CH:5]=[N:6][C:7]=1Cl.[NH2:10][CH:11]1[CH2:14][N:13]([C:15]([O:17]C(C)(C)C)=O)[CH2:12]1.[O:22]([C:29]1[CH:34]=[CH:33][C:32](B(O)O)=[CH:31][CH:30]=1)[C:23]1[CH:28]=[CH:27][CH:26]=[CH:25][CH:24]=1.[C:38](Cl)(=O)[CH:39]=C. (5) Given the product [F:37][C:18]1[CH:17]=[C:16]2[C:21]([CH:22]=[C:23]([C@@H:24]([N:26]3[C:34](=[O:35])[C:33]4[C:28](=[CH:29][CH:30]=[CH:31][CH:32]=4)[C:27]3=[O:36])[CH3:25])[C:14](/[CH:7]=[CH:8]/[CH3:9])=[N:15]2)=[CH:20][CH:19]=1, predict the reactants needed to synthesize it. The reactants are: C(=O)([O-])[O-].[K+].[K+].[CH:7](/B(O)O)=[CH:8]\[CH3:9].Cl[C:14]1[C:23]([C@@H:24]([N:26]2[C:34](=[O:35])[C:33]3[C:28](=[CH:29][CH:30]=[CH:31][CH:32]=3)[C:27]2=[O:36])[CH3:25])=[CH:22][C:21]2[C:16](=[CH:17][C:18]([F:37])=[CH:19][CH:20]=2)[N:15]=1.CN(C=O)C. (6) Given the product [C:11]1([CH2:10][O:9][C:8]([NH:7][CH2:6][C@@H:2]2[CH2:3][CH2:4][CH2:5][N:1]2[CH:25]([C:26]([O:28][CH2:29][CH3:30])=[O:27])[C:31]([O:33][CH2:34][CH3:35])=[O:32])=[O:17])[CH:16]=[CH:15][CH:14]=[CH:13][CH:12]=1, predict the reactants needed to synthesize it. The reactants are: [NH:1]1[CH2:5][CH2:4][CH2:3][C@H:2]1[CH2:6][NH:7][C:8](=[O:17])[O:9][CH2:10][C:11]1[CH:16]=[CH:15][CH:14]=[CH:13][CH:12]=1.C([O-])([O-])=O.[K+].[K+].Br[CH:25]([C:31]([O:33][CH2:34][CH3:35])=[O:32])[C:26]([O:28][CH2:29][CH3:30])=[O:27]. (7) The reactants are: [P:1]([O-:29])([O-:28])([O:3][C:4]1[CH:9]=[CH:8][CH:7]=[C:6]([O:10][CH2:11][C:12]2[C:13]([C:18]3[N:22]([CH:23]([CH3:25])[CH3:24])[N:21]=[CH:20][CH:19]=3)=[N:14][CH:15]=[CH:16][CH:17]=2)[C:5]=1[CH:26]=[O:27])=[O:2]. Given the product [P:1]([OH:28])([OH:29])([O:3][C:4]1[CH:9]=[CH:8][CH:7]=[C:6]([O:10][CH2:11][C:12]2[C:13]([C:18]3[N:22]([CH:23]([CH3:25])[CH3:24])[N:21]=[CH:20][CH:19]=3)=[N:14][CH:15]=[CH:16][CH:17]=2)[C:5]=1[CH:26]=[O:27])=[O:2], predict the reactants needed to synthesize it.